This data is from Forward reaction prediction with 1.9M reactions from USPTO patents (1976-2016). The task is: Predict the product of the given reaction. Given the reactants [CH3:1][O:2][C:3]1[CH:14]=[C:7]2[C:8]([O:10]C(=O)[NH:12][C:6]2=[CH:5][CH:4]=1)=O.Cl.[CH3:16][O:17][C:18](=[O:25])[C@@H:19]([NH2:24])[CH2:20][CH2:21][CH2:22][CH3:23].C(N(CC)CC)C, predict the reaction product. The product is: [CH3:16][O:17][C:18](=[O:25])[C@@H:19]([NH:24][C:8](=[O:10])[C:7]1[CH:14]=[C:3]([O:2][CH3:1])[CH:4]=[CH:5][C:6]=1[NH2:12])[CH2:20][CH2:21][CH2:22][CH3:23].